From a dataset of Catalyst prediction with 721,799 reactions and 888 catalyst types from USPTO. Predict which catalyst facilitates the given reaction. Reactant: Cl.[CH3:2][N:3]1[CH2:8][CH2:7][CH:6]([C:9]2[CH:14]=[CH:13][C:12]([C:15](=[O:17])[CH3:16])=[CH:11][CH:10]=2)[CH2:5][CH2:4]1.[C:18]([O:22][C:23](=[O:34])[CH:24]=[CH:25][C:26]1[CH:31]=[CH:30][C:29]([CH:32]=O)=[CH:28][CH:27]=1)([CH3:21])([CH3:20])[CH3:19].[OH-].[K+]. Product: [C:18]([O:22][C:23](=[O:34])/[CH:24]=[CH:25]/[C:26]1[CH:27]=[CH:28][C:29](/[CH:32]=[CH:16]/[C:15]([C:12]2[CH:11]=[CH:10][C:9]([CH:6]3[CH2:7][CH2:8][N:3]([CH3:2])[CH2:4][CH2:5]3)=[CH:14][CH:13]=2)=[O:17])=[CH:30][CH:31]=1)([CH3:21])([CH3:20])[CH3:19]. The catalyst class is: 14.